Dataset: Full USPTO retrosynthesis dataset with 1.9M reactions from patents (1976-2016). Task: Predict the reactants needed to synthesize the given product. (1) Given the product [CH2:15]([N:17]1[CH:21]=[C:20]([CH2:22][N:23]([C:24]2[CH:25]=[CH:26][C:27]([CH:30]([CH3:31])[CH3:32])=[CH:28][CH:29]=2)[C:12]([CH:9]2[C:10]3[C:5](=[CH:4][CH:3]=[C:2]([F:1])[CH:11]=3)[CH2:6][CH2:7][CH2:8]2)=[O:14])[CH:19]=[N:18]1)[CH3:16], predict the reactants needed to synthesize it. The reactants are: [F:1][C:2]1[CH:11]=[C:10]2[C:5]([CH2:6][CH2:7][CH2:8][CH:9]2[C:12]([OH:14])=O)=[CH:4][CH:3]=1.[CH2:15]([N:17]1[CH:21]=[C:20]([CH2:22][NH:23][C:24]2[CH:29]=[CH:28][C:27]([CH:30]([CH3:32])[CH3:31])=[CH:26][CH:25]=2)[CH:19]=[N:18]1)[CH3:16]. (2) The reactants are: [Si:1]([O:8][C@H:9]1[CH2:14][CH2:13][C@H:12]([N:15]2[CH:19]=[C:18](I)[CH:17]=[N:16]2)[CH2:11][CH2:10]1)([C:4]([CH3:7])([CH3:6])[CH3:5])([CH3:3])[CH3:2].C1COCC1.C([Mg]Cl)(C)C.CO[B:33]1[O:37][C:36]([CH3:39])([CH3:38])[C:35]([CH3:41])([CH3:40])[O:34]1.[NH4+].[Cl-]. Given the product [Si:1]([O:8][C@H:9]1[CH2:14][CH2:13][C@H:12]([N:15]2[CH:19]=[C:18]([B:33]3[O:37][C:36]([CH3:39])([CH3:38])[C:35]([CH3:41])([CH3:40])[O:34]3)[CH:17]=[N:16]2)[CH2:11][CH2:10]1)([C:4]([CH3:7])([CH3:6])[CH3:5])([CH3:3])[CH3:2], predict the reactants needed to synthesize it. (3) The reactants are: [CH2:1]([O:3][C:4]([C:6]1[CH:7]=[N:8][C:9]2[C:14]([C:15]=1[O:16][CH2:17][CH2:18][CH2:19][CH2:20][CH2:21][O:22][C:23]1[C:28](=[O:29])[CH:27]=[C:26]([CH2:30][OH:31])[O:25][CH:24]=1)=[CH:13][CH:12]=[C:11]([C:32]([F:35])([F:34])[F:33])[CH:10]=2)=[O:5])[CH3:2].C(N(CC)CC)C.[CH3:43][S:44](Cl)(=[O:46])=[O:45]. Given the product [CH2:1]([O:3][C:4]([C:6]1[CH:7]=[N:8][C:9]2[C:14]([C:15]=1[O:16][CH2:17][CH2:18][CH2:19][CH2:20][CH2:21][O:22][C:23]1[C:28](=[O:29])[CH:27]=[C:26]([CH2:30][O:31][S:44]([CH3:43])(=[O:46])=[O:45])[O:25][CH:24]=1)=[CH:13][CH:12]=[C:11]([C:32]([F:34])([F:33])[F:35])[CH:10]=2)=[O:5])[CH3:2], predict the reactants needed to synthesize it. (4) Given the product [Cl:23][C:18]1[CH:17]=[C:16]([C:14]2[N:15]=[C:11]([C:9]3[CH:10]=[C:5]([C:3]([OH:4])=[O:2])[C:6]([C:24]4[CH:29]=[CH:28][C:27]([C:30](=[O:31])[NH:33][CH2:34][CH2:35][C:36]5[CH:37]=[N:38][CH:39]=[CH:40][CH:41]=5)=[CH:26][CH:25]=4)=[CH:7][CH:8]=3)[S:12][CH:13]=2)[CH:21]=[CH:20][C:19]=1[Cl:22], predict the reactants needed to synthesize it. The reactants are: C[O:2][C:3]([C:5]1[C:6]([C:24]2[CH:29]=[CH:28][C:27]([C:30](O)=[O:31])=[CH:26][CH:25]=2)=[CH:7][CH:8]=[C:9]([C:11]2[S:12][CH:13]=[C:14]([C:16]3[CH:21]=[CH:20][C:19]([Cl:22])=[C:18]([Cl:23])[CH:17]=3)[N:15]=2)[CH:10]=1)=[O:4].[NH2:33][CH2:34][CH2:35][C:36]1[CH:37]=[N:38][CH:39]=[CH:40][CH:41]=1. (5) Given the product [ClH:31].[S:1]1[CH:5]=[CH:4][C:3]2[C:6]([N:10]3[CH2:15][CH2:14][N:13]([CH2:16][CH2:17][CH2:18][CH2:19][N:20]4[C:29]5[C:24](=[CH:25][CH:26]=[CH:27][CH:28]=5)[CH:23]=[CH:22][C:21]4=[O:30])[CH2:12][CH2:11]3)=[CH:7][CH:8]=[CH:9][C:2]1=2, predict the reactants needed to synthesize it. The reactants are: [S:1]1[CH:5]=[CH:4][C:3]2[C:6]([N:10]3[CH2:15][CH2:14][N:13]([CH2:16][CH2:17][CH2:18][CH2:19][N:20]4[C:29]5[C:24](=[CH:25][CH:26]=[CH:27][CH:28]=5)[CH:23]=[CH:22][C:21]4=[O:30])[CH2:12][CH2:11]3)=[CH:7][CH:8]=[CH:9][C:2]1=2.[Cl:31]CCCCN1C2C(=CC=CC=2)C=CC1=O.C(O)C.Cl. (6) Given the product [CH3:9][N:3]([CH:4]([CH3:8])[CH:5]([CH3:7])[CH3:6])[CH2:1][CH3:2], predict the reactants needed to synthesize it. The reactants are: [CH2:1]([NH:3][CH:4]([CH3:8])[CH:5]([CH3:7])[CH3:6])[CH3:2].[CH2:9]=O.